From a dataset of NCI-60 drug combinations with 297,098 pairs across 59 cell lines. Regression. Given two drug SMILES strings and cell line genomic features, predict the synergy score measuring deviation from expected non-interaction effect. Drug 1: C1CC(=O)NC(=O)C1N2CC3=C(C2=O)C=CC=C3N. Drug 2: CS(=O)(=O)OCCCCOS(=O)(=O)C. Cell line: DU-145. Synergy scores: CSS=7.67, Synergy_ZIP=-1.41, Synergy_Bliss=3.34, Synergy_Loewe=3.36, Synergy_HSA=3.51.